The task is: Regression. Given two drug SMILES strings and cell line genomic features, predict the synergy score measuring deviation from expected non-interaction effect.. This data is from NCI-60 drug combinations with 297,098 pairs across 59 cell lines. Drug 2: N.N.Cl[Pt+2]Cl. Cell line: RXF 393. Drug 1: C1=CC(=C2C(=C1NCCNCCO)C(=O)C3=C(C=CC(=C3C2=O)O)O)NCCNCCO. Synergy scores: CSS=6.28, Synergy_ZIP=-8.32, Synergy_Bliss=-8.57, Synergy_Loewe=-23.1, Synergy_HSA=-7.26.